This data is from Reaction yield outcomes from USPTO patents with 853,638 reactions. The task is: Predict the reaction yield, written as a fraction of the theoretical maximum amount of product (1.0 means a 100% yield; for example, 0.34 means a 34% yield). The reactants are [NH2:1][C:2]1[N:7]=[CH:6][N:5]=[C:4]2[N:8]([CH:12]([C:14]3[O:15][C:16]4[C:21]([C:22](=[O:30])[C:23]=3[C:24]3[CH:29]=[CH:28][CH:27]=[CH:26][CH:25]=3)=[CH:20][CH:19]=[CH:18][CH:17]=4)[CH3:13])[N:9]=[C:10](I)[C:3]=12.C([N:38]1[CH:42]=[C:41](B2OC(C)(C)C(C)(C)O2)[CH:40]=[N:39]1)(OC(C)(C)C)=O.C(=O)([O-])[O-].[Na+].[Na+].ClCCl. The catalyst is CN(C=O)C.C(O)C.O.[Pd]. The product is [NH2:1][C:2]1[N:7]=[CH:6][N:5]=[C:4]2[N:8]([CH:12]([C:14]3[O:15][C:16]4[C:21]([C:22](=[O:30])[C:23]=3[C:24]3[CH:29]=[CH:28][CH:27]=[CH:26][CH:25]=3)=[CH:20][CH:19]=[CH:18][CH:17]=4)[CH3:13])[N:9]=[C:10]([C:41]3[CH:42]=[N:38][NH:39][CH:40]=3)[C:3]=12. The yield is 0.190.